Task: Predict the reactants needed to synthesize the given product.. Dataset: Full USPTO retrosynthesis dataset with 1.9M reactions from patents (1976-2016) (1) Given the product [CH2:10]([O:11][C:12](=[O:13])[C:14]([F:15])=[CH:34][C:28]1[C:27]2[C:31](=[CH:32][CH:33]=[C:25]([C:3]#[N:5])[CH:26]=2)[NH:30][CH:29]=1)[CH3:9], predict the reactants needed to synthesize it. The reactants are: [Li+].C[CH:3]([N-:5]C(C)C)C.[CH3:9][CH2:10][O:11][C:12]([CH:14](P(OCC)(OCC)=O)[F:15])=[O:13].Br[C:25]1[CH:26]=[C:27]2[C:31](=[CH:32][CH:33]=1)[NH:30][CH:29]=[C:28]2[CH:34]=O. (2) Given the product [C:17]([O:16][C@H:7]([C@@H:8]([O:12][C:13](=[O:15])[CH3:14])[C:9]([N:35]([CH2:34][CH2:33][Cl:32])[C:36]1[CH:41]=[CH:40][C:39]([C:42]([F:44])([F:45])[F:43])=[CH:38][CH:37]=1)=[O:11])[C:6]([O:5][C:1]([CH3:2])([CH3:3])[CH3:4])=[O:20])(=[O:19])[CH3:18], predict the reactants needed to synthesize it. The reactants are: [C:1]([O:5][C:6](=[O:20])[C@H:7]([O:16][C:17](=[O:19])[CH3:18])[C@@H:8]([O:12][C:13](=[O:15])[CH3:14])[C:9]([OH:11])=O)([CH3:4])([CH3:3])[CH3:2].C(Cl)(=O)C(Cl)=O.CN(C=O)C.[Cl:32][CH2:33][CH2:34][NH:35][C:36]1[CH:41]=[CH:40][C:39]([C:42]([F:45])([F:44])[F:43])=[CH:38][CH:37]=1.